This data is from Forward reaction prediction with 1.9M reactions from USPTO patents (1976-2016). The task is: Predict the product of the given reaction. Given the reactants [CH3:1][C@H:2]1[CH2:11][C:9](=[O:10])[C:5](=[C:6]([CH3:8])[CH3:7])[CH2:4][CH2:3]1.CC(O)C.NCCCN.CC(O)C.[OH-].[K+].[H][H], predict the reaction product. The product is: [CH3:1][CH:2]1[CH2:11][CH:9]([OH:10])[C:5](=[C:6]([CH3:7])[CH3:8])[CH2:4][CH2:3]1.